Regression. Given two drug SMILES strings and cell line genomic features, predict the synergy score measuring deviation from expected non-interaction effect. From a dataset of NCI-60 drug combinations with 297,098 pairs across 59 cell lines. (1) Drug 1: CS(=O)(=O)C1=CC(=C(C=C1)C(=O)NC2=CC(=C(C=C2)Cl)C3=CC=CC=N3)Cl. Drug 2: C1CN(CCN1C(=O)CCBr)C(=O)CCBr. Cell line: A498. Synergy scores: CSS=10.3, Synergy_ZIP=-2.87, Synergy_Bliss=3.27, Synergy_Loewe=3.46, Synergy_HSA=3.62. (2) Drug 1: COC1=C(C=C2C(=C1)N=CN=C2NC3=CC(=C(C=C3)F)Cl)OCCCN4CCOCC4. Drug 2: CCCS(=O)(=O)NC1=C(C(=C(C=C1)F)C(=O)C2=CNC3=C2C=C(C=N3)C4=CC=C(C=C4)Cl)F. Cell line: NCI-H322M. Synergy scores: CSS=36.4, Synergy_ZIP=3.58, Synergy_Bliss=0.909, Synergy_Loewe=-13.3, Synergy_HSA=-2.25. (3) Drug 1: C1CCN(CC1)CCOC2=CC=C(C=C2)C(=O)C3=C(SC4=C3C=CC(=C4)O)C5=CC=C(C=C5)O. Drug 2: CNC(=O)C1=NC=CC(=C1)OC2=CC=C(C=C2)NC(=O)NC3=CC(=C(C=C3)Cl)C(F)(F)F. Cell line: SK-MEL-28. Synergy scores: CSS=-7.36, Synergy_ZIP=2.67, Synergy_Bliss=5.01, Synergy_Loewe=-5.48, Synergy_HSA=-4.19. (4) Drug 1: CC1=C(C(=CC=C1)Cl)NC(=O)C2=CN=C(S2)NC3=CC(=NC(=N3)C)N4CCN(CC4)CCO. Cell line: EKVX. Drug 2: C1CNP(=O)(OC1)N(CCCl)CCCl. Synergy scores: CSS=5.42, Synergy_ZIP=0.958, Synergy_Bliss=-2.81, Synergy_Loewe=-3.77, Synergy_HSA=-2.14. (5) Drug 1: C1=CC=C(C(=C1)C(C2=CC=C(C=C2)Cl)C(Cl)Cl)Cl. Drug 2: B(C(CC(C)C)NC(=O)C(CC1=CC=CC=C1)NC(=O)C2=NC=CN=C2)(O)O. Cell line: HT29. Synergy scores: CSS=59.9, Synergy_ZIP=0.238, Synergy_Bliss=-4.74, Synergy_Loewe=-41.4, Synergy_HSA=-5.04. (6) Cell line: A549. Synergy scores: CSS=5.19, Synergy_ZIP=0.0691, Synergy_Bliss=1.88, Synergy_Loewe=-0.258, Synergy_HSA=-0.140. Drug 2: N.N.Cl[Pt+2]Cl. Drug 1: CC1=C(C=C(C=C1)NC2=NC=CC(=N2)N(C)C3=CC4=NN(C(=C4C=C3)C)C)S(=O)(=O)N.Cl.